Dataset: Forward reaction prediction with 1.9M reactions from USPTO patents (1976-2016). Task: Predict the product of the given reaction. (1) Given the reactants [CH3:1][O:2][C:3]1[CH:16]=[N:15][C:6]2[N:7]=[CH:8][C:9](=[O:14])[N:10]([CH2:11][CH:12]=C)[C:5]=2[CH:4]=1.I([O-])(=O)(=O)=[O:18].[Na+], predict the reaction product. The product is: [CH3:1][O:2][C:3]1[CH:16]=[N:15][C:6]2[N:7]=[CH:8][C:9](=[O:14])[N:10]([CH2:11][CH:12]=[O:18])[C:5]=2[CH:4]=1. (2) Given the reactants C1(P(N=[N+]=[N-])(C2C=CC=CC=2)=O)C=CC=CC=1.C([N:20]([CH2:23]C)CC)C.[Cl:25][C:26]1[CH:31]=[CH:30][C:29]([S:32]([CH:35]([C:46]2[CH:51]=[C:50]([F:52])[CH:49]=[CH:48][C:47]=2[F:53])[C:36]2[C:41]([CH3:42])=[CH:40][N:39]=[C:38](C(O)=O)[CH:37]=2)(=[O:34])=[O:33])=[CH:28][CH:27]=1.C(OCC)(=[O:56])C.[C:60]([OH:64])([CH3:63])([CH3:62])[CH3:61], predict the reaction product. The product is: [C:60]([O:64][C:23](=[O:56])[NH:20][C:38]1[CH:37]=[C:36]([CH:35]([S:32]([C:29]2[CH:28]=[CH:27][C:26]([Cl:25])=[CH:31][CH:30]=2)(=[O:34])=[O:33])[C:46]2[CH:51]=[C:50]([F:52])[CH:49]=[CH:48][C:47]=2[F:53])[C:41]([CH3:42])=[CH:40][N:39]=1)([CH3:63])([CH3:62])[CH3:61]. (3) Given the reactants [N:1]1[C:6]2[CH2:7][NH:8][CH2:9][C:5]=2[C:4]([NH:10][C:11]2[CH:12]=[N:13][C:14]3[C:19]([CH:20]=2)=[CH:18][CH:17]=[CH:16][CH:15]=3)=[N:3][CH:2]=1.[CH3:21][C:22]1[N:23]=[CH:24][S:25][C:26]=1[CH:27]=O.ClCCCl.CO.C(O[BH-](OC(=O)C)OC(=O)C)(=O)C.[Na+], predict the reaction product. The product is: [CH3:21][C:22]1[N:23]=[CH:24][S:25][C:26]=1[CH2:27][N:8]1[CH2:9][C:5]2[C:4]([NH:10][C:11]3[CH:12]=[N:13][C:14]4[C:19]([CH:20]=3)=[CH:18][CH:17]=[CH:16][CH:15]=4)=[N:3][CH:2]=[N:1][C:6]=2[CH2:7]1. (4) Given the reactants Br[CH2:2][C:3]([C:6]1[CH:11]=[CH:10][CH:9]=[C:8]([F:12])[CH:7]=1)([F:5])[F:4].[N-:13]=[N+:14]=[N-:15].[Na+], predict the reaction product. The product is: [N:13]([CH2:2][C:3]([C:6]1[CH:11]=[CH:10][CH:9]=[C:8]([F:12])[CH:7]=1)([F:5])[F:4])=[N+:14]=[N-:15]. (5) The product is: [CH2:1]([N:8]1[CH2:12][C@H:11]([CH3:13])[C@@H:10]([C:14]([NH:20][CH:17]2[CH2:19][CH2:18]2)=[O:16])[CH2:9]1)[C:2]1[CH:3]=[CH:4][CH:5]=[CH:6][CH:7]=1. Given the reactants [CH2:1]([N:8]1[CH2:12][C@H:11]([CH3:13])[C@@H:10]([C:14]([OH:16])=O)[CH2:9]1)[C:2]1[CH:7]=[CH:6][CH:5]=[CH:4][CH:3]=1.[CH:17]1([NH2:20])[CH2:19][CH2:18]1.C(N=C=NCCCN(C)C)C.Cl, predict the reaction product. (6) Given the reactants C(OC[O:5][C:6]1[C:44]([CH:45]([CH3:47])[CH3:46])=[CH:43][CH:42]=[CH:41][C:7]=1[CH2:8][Si:9]([CH2:26][C:27]1[CH:32]=[CH:31][CH:30]=[C:29]([CH:33]([CH3:35])[CH3:34])[C:28]=1[O:36]COCC)([CH2:11][C:12]1[CH:17]=[CH:16][CH:15]=[C:14]([CH:18]([CH3:20])[CH3:19])[C:13]=1[O:21]COCC)[CH3:10])C.C1(C)C=CC(S([O-])(=O)=O)=CC=1.[NH+]1C=CC=CC=1, predict the reaction product. The product is: [OH:36][C:28]1[C:29]([CH:33]([CH3:35])[CH3:34])=[CH:30][CH:31]=[CH:32][C:27]=1[CH2:26][Si:9]([CH2:8][C:7]1[CH:41]=[CH:42][CH:43]=[C:44]([CH:45]([CH3:46])[CH3:47])[C:6]=1[OH:5])([CH2:11][C:12]1[CH:17]=[CH:16][CH:15]=[C:14]([CH:18]([CH3:20])[CH3:19])[C:13]=1[OH:21])[CH3:10]. (7) Given the reactants [CH2:1]([O:3][C:4](=[O:25])[CH2:5][C:6]1[C:15]2[C:10](=[CH:11][C:12](OS(C(F)(F)F)(=O)=O)=[CH:13][CH:14]=2)[CH:9]=[CH:8][C:7]=1[Cl:24])[CH3:2].[CH3:26][N:27](C=O)C, predict the reaction product. The product is: [CH2:1]([O:3][C:4](=[O:25])[CH2:5][C:6]1[C:15]2[C:10](=[CH:11][C:12]([C:26]#[N:27])=[CH:13][CH:14]=2)[CH:9]=[CH:8][C:7]=1[Cl:24])[CH3:2]. (8) Given the reactants [Cl:1][C:2]1[N:7]=[CH:6][C:5]2[C:8](I)=[N:9][N:10]([CH:11]([CH3:13])[CH3:12])[C:4]=2[CH:3]=1.[NH:15]1[CH2:19][CH2:18][CH2:17][CH2:16]1.N1CCC[C@H]1C(O)=O.C(=O)([O-])[O-].[K+].[K+], predict the reaction product. The product is: [Cl:1][C:2]1[N:7]=[CH:6][C:5]2[C:8]([N:15]3[CH2:19][CH2:18][CH2:17][CH2:16]3)=[N:9][N:10]([CH:11]([CH3:13])[CH3:12])[C:4]=2[CH:3]=1. (9) Given the reactants [CH2:1]=[C:2]1[C:7]2([CH2:9][CH2:8]2)[O:6][C@@H:5]([C:10]2[CH:15]=[CH:14][N:13]=[CH:12][C:11]=2[N+:16]([O-:18])=[O:17])[CH2:4][C@H:3]1[OH:19].N1C=CN=C1.[C:25]([Si:29](Cl)([CH3:31])[CH3:30])([CH3:28])([CH3:27])[CH3:26].O, predict the reaction product. The product is: [Si:29]([O:19][C@H:3]1[C:2](=[CH2:1])[C:7]2([CH2:8][CH2:9]2)[O:6][C@@H:5]([C:10]2[CH:15]=[CH:14][N:13]=[CH:12][C:11]=2[N+:16]([O-:18])=[O:17])[CH2:4]1)([C:25]([CH3:28])([CH3:27])[CH3:26])([CH3:31])[CH3:30]. (10) Given the reactants [CH3:1][O:2][C:3]1[C:4]([CH3:16])=[C:5]([CH:9]=[CH:10][C:11]=1[S:12]([CH3:15])(=[O:14])=[O:13])[C:6]([OH:8])=O.Cl.[OH:18][C:19]1[N:23]([CH3:24])[N:22]=[CH:21][CH:20]=1.C1(N=C=NC2CCCCC2)CCCCC1.C(N(CC)CC)C, predict the reaction product. The product is: [CH3:1][O:2][C:3]1[C:4]([CH3:16])=[C:5]([C:6]([C:20]2[CH:21]=[N:22][N:23]([CH3:24])[C:19]=2[OH:18])=[O:8])[CH:9]=[CH:10][C:11]=1[S:12]([CH3:15])(=[O:14])=[O:13].